This data is from Catalyst prediction with 721,799 reactions and 888 catalyst types from USPTO. The task is: Predict which catalyst facilitates the given reaction. (1) Reactant: C(O)(C(F)(F)F)=O.[Br:8][C:9]1[CH:10]=[C:11]([N:15]2[C:19]3[N:20]=[CH:21][N:22]([CH2:25][C:26]4([OH:32])[CH2:31][CH2:30][NH:29][CH2:28][CH2:27]4)[C:23](=[O:24])[C:18]=3[CH:17]=[N:16]2)[CH:12]=[CH:13][CH:14]=1.CCN(C(C)C)C(C)C.[CH3:42][N:43]([CH3:47])[C:44](Cl)=[O:45]. Product: [Br:8][C:9]1[CH:10]=[C:11]([N:15]2[C:19]3[N:20]=[CH:21][N:22]([CH2:25][C:26]4([OH:32])[CH2:31][CH2:30][N:29]([C:44]([N:43]([CH3:47])[CH3:42])=[O:45])[CH2:28][CH2:27]4)[C:23](=[O:24])[C:18]=3[CH:17]=[N:16]2)[CH:12]=[CH:13][CH:14]=1. The catalyst class is: 4. (2) Reactant: Cl[CH2:2][CH2:3][N:4]1[CH2:9][CH2:8][O:7][CH2:6][CH2:5]1.[Br:10][C:11]1[CH:16]=[CH:15][C:14]([OH:17])=[CH:13][CH:12]=1.C([O-])([O-])=O.[K+].[K+]. Product: [Br:10][C:11]1[CH:16]=[CH:15][C:14]([O:17][CH2:2][CH2:3][N:4]2[CH2:9][CH2:8][O:7][CH2:6][CH2:5]2)=[CH:13][CH:12]=1. The catalyst class is: 10. (3) Reactant: Cl.Cl.[CH3:3][C@H:4]1[C:12]2[C:11]([N:13]3[CH2:18][CH2:17][NH:16][CH2:15][CH2:14]3)=[N:10][CH:9]=[N:8][C:7]=2[CH2:6][S:5]1.[C:19]([O:23][C:24]([N:26]([CH:39]([CH3:41])[CH3:40])[CH2:27][CH:28]([C:32]1[CH:37]=[CH:36][C:35]([Cl:38])=[CH:34][CH:33]=1)[C:29](O)=[O:30])=[O:25])([CH3:22])([CH3:21])[CH3:20].CN(C(ON1N=NC2C=CC=CC1=2)=[N+](C)C)C.F[P-](F)(F)(F)(F)F.C(N(CC)CC)C. Product: [Cl:38][C:35]1[CH:36]=[CH:37][C:32]([CH:28]([C:29]([N:16]2[CH2:17][CH2:18][N:13]([C:11]3[C:12]4[C@H:4]([CH3:3])[S:5][CH2:6][C:7]=4[N:8]=[CH:9][N:10]=3)[CH2:14][CH2:15]2)=[O:30])[CH2:27][N:26]([CH:39]([CH3:40])[CH3:41])[C:24](=[O:25])[O:23][C:19]([CH3:21])([CH3:20])[CH3:22])=[CH:33][CH:34]=1. The catalyst class is: 2.